This data is from Full USPTO retrosynthesis dataset with 1.9M reactions from patents (1976-2016). The task is: Predict the reactants needed to synthesize the given product. (1) Given the product [CH3:1][O:2][C:3]1[CH:12]=[C:11]2[C:6]([C:7]([NH:13][C:14]3[CH:15]=[N:16][C:17]([NH2:20])=[N:18][CH:19]=3)=[CH:8][CH:9]=[N:10]2)=[CH:5][CH:4]=1, predict the reactants needed to synthesize it. The reactants are: [CH3:1][O:2][C:3]1[CH:12]=[C:11]2[C:6]([C:7]([NH:13][C:14]3[CH:15]=[N:16][C:17]([NH:20]C(=O)C4C=CC=CC=4)=[N:18][CH:19]=3)=[CH:8][CH:9]=[N:10]2)=[CH:5][CH:4]=1.Cl. (2) The reactants are: [F:1][C:2]([F:33])([F:32])[C:3]1[CH:27]=[C:26]([C:28]([F:31])([F:30])[F:29])[CH:25]=[CH:24][C:4]=1[CH2:5][N:6]1[C:14]2[C:9](=[CH:10][C:11]([CH:15]=[C:16]3[S:20][C:19](SC)=[N:18][C:17]3=[O:23])=[CH:12][CH:13]=2)[CH:8]=[N:7]1.[NH:34]1[C:38]([CH:39]2[CH2:44][CH2:43][NH:42][CH2:41][CH2:40]2)=[N:37][N:36]=[N:35]1. Given the product [F:33][C:2]([F:1])([F:32])[C:3]1[CH:27]=[C:26]([C:28]([F:30])([F:31])[F:29])[CH:25]=[CH:24][C:4]=1[CH2:5][N:6]1[C:14]2[C:9](=[CH:10][C:11]([CH:15]=[C:16]3[S:20][C:19]([N:42]4[CH2:43][CH2:44][CH:39]([C:38]5[NH:37][N:36]=[N:35][N:34]=5)[CH2:40][CH2:41]4)=[N:18][C:17]3=[O:23])=[CH:12][CH:13]=2)[CH:8]=[N:7]1, predict the reactants needed to synthesize it. (3) Given the product [N:7]1[C:2]2[CH:3]=[CH:4][CH:5]=[CH:6][C:1]=2[NH:8][C:15]=1[CH2:14][CH2:13][C:12]1[CH:11]=[C:10]([OH:9])[CH:20]=[CH:19][CH:18]=1, predict the reactants needed to synthesize it. The reactants are: [C:1]1([NH2:8])[CH:6]=[CH:5][CH:4]=[CH:3][C:2]=1[NH2:7].[OH:9][C:10]1[CH:11]=[C:12]([CH:18]=[CH:19][CH:20]=1)[CH2:13][CH2:14][C:15](O)=O. (4) The reactants are: [CH3:1][O:2][CH:3]([O:11][CH3:12])[CH2:4][CH2:5][CH:6]([OH:10])[CH2:7][CH:8]=[CH2:9].[H-].[Na+].[CH3:15]I.O. Given the product [CH3:15][O:10][CH:6]([CH2:5][CH2:4][CH:3]([O:2][CH3:1])[O:11][CH3:12])[CH2:7][CH:8]=[CH2:9], predict the reactants needed to synthesize it. (5) The reactants are: [CH2:1]([C:4]1[C:13]([NH2:14])=[CH:12][CH:11]=[CH:10][C:5]=1[C:6]([O:8][CH3:9])=[O:7])[CH:2]=[CH2:3].[C:15]([O:19][C:20](=[O:29])[NH:21][CH:22]1[CH2:27][CH2:26][C:25](=O)[CH2:24][CH2:23]1)([CH3:18])([CH3:17])[CH3:16].CC(O)=O.[BH-](OC(C)=O)(OC(C)=O)OC(C)=O.[Na+]. Given the product [CH2:1]([C:4]1[C:13]([NH:14][C@H:25]2[CH2:24][CH2:23][C@H:22]([NH:21][C:20]([O:19][C:15]([CH3:18])([CH3:17])[CH3:16])=[O:29])[CH2:27][CH2:26]2)=[CH:12][CH:11]=[CH:10][C:5]=1[C:6]([O:8][CH3:9])=[O:7])[CH:2]=[CH2:3], predict the reactants needed to synthesize it. (6) Given the product [CH3:14][C:15]1([CH3:17])[O:1][C:2]2[CH:10]=[CH:9][C:5]([C:6]([OH:8])=[O:7])=[CH:4][C:3]=2[C:11](=[O:13])[O:12]1, predict the reactants needed to synthesize it. The reactants are: [OH:1][C:2]1[CH:10]=[CH:9][C:5]([C:6]([OH:8])=[O:7])=[CH:4][C:3]=1[C:11]([OH:13])=[O:12].[CH3:14][C:15]([CH3:17])=O. (7) Given the product [F:1][C:2]1[CH:3]=[C:4]([N:30]2[CH2:34][C@H:33]([CH2:35][NH:36][C:37](=[O:39])[CH3:38])[O:32][C:31]2=[O:40])[CH:5]=[CH:6][C:7]=1[N:8]1[CH2:13][CH2:12][N:11]([C:14](=[O:29])[CH2:15][O:16][C@@H:17]2[CH2:22][O:21][C:20]3=[N:23][C:24]([N+:26]([O-:28])=[O:27])=[CH:25][N:19]3[CH2:18]2)[CH2:10][CH2:9]1, predict the reactants needed to synthesize it. The reactants are: [F:1][C:2]1[CH:3]=[C:4]([N:30]2[CH2:34][CH:33]([CH2:35][NH:36][C:37](=[O:39])[CH3:38])[O:32][C:31]2=[O:40])[CH:5]=[CH:6][C:7]=1[N:8]1[CH2:13][CH2:12][N:11]([C:14](=[O:29])[CH2:15][O:16][CH:17]2[CH2:22][O:21][C:20]3=[N:23][C:24]([N+:26]([O-:28])=[O:27])=[CH:25][N:19]3[CH2:18]2)[CH2:10][CH2:9]1.[N+](C1N=C2N(C=1)CC(OCC(O)=O)CO2)([O-])=O.FC1C=C(N2CC(CNC(=O)C)OC2=O)C=CC=1N1CCNCC1.CN(C(ON1N=NC2C=CC=CC1=2)=[N+](C)C)C.[B-](F)(F)(F)F.CCN(CC)CC.